From a dataset of Full USPTO retrosynthesis dataset with 1.9M reactions from patents (1976-2016). Predict the reactants needed to synthesize the given product. (1) Given the product [C:21]([O:20][CH2:19][C@@H:17]1[C@@H:16]([CH2:15][O:14][CH2:7][C:8]2[CH:9]=[CH:10][CH:11]=[CH:12][CH:13]=2)[O:18][C:1](=[O:4])[NH:33]1)(=[O:31])[C:8]1[CH:13]=[CH:12][CH:11]=[CH:10][CH:9]=1, predict the reactants needed to synthesize it. The reactants are: [C:1](=[O:4])([O-])[O-].[K+].[K+].[CH2:7]([O:14][CH2:15][C@H:16]1[O:18][C@H:17]1[CH2:19][O:20][C:21](=[O:31])NC(=O)C1C=CC=CC=1)[C:8]1[CH:13]=[CH:12][CH:11]=[CH:10][CH:9]=1.[Cl-].[NH4+:33]. (2) Given the product [CH2:15]([C:14]1[C:9]([C:10](=[O:12])[CH3:11])=[C:8]([CH3:13])[N:7]([C:1]2[CH:6]=[CH:5][CH:4]=[CH:3][CH:2]=2)[N:17]=1)[CH3:16], predict the reactants needed to synthesize it. The reactants are: [C:1]1([NH:7]/[C:8](/[CH3:13])=[CH:9]\[C:10](=[O:12])[CH3:11])[CH:6]=[CH:5][CH:4]=[CH:3][CH:2]=1.[C:14](#[N:17])[CH2:15][CH3:16]. (3) The reactants are: Br[C:2]1[C:10]2[C:5](=[CH:6][CH:7]=[C:8]([Cl:11])[CH:9]=2)[N:4]([CH3:12])[N:3]=1.[N:13]1[CH:18]=[CH:17][C:16](B(O)O)=[CH:15][CH:14]=1.C(Cl)Cl.[O-]P([O-])([O-])=O.[K+].[K+].[K+]. Given the product [Cl:11][C:8]1[CH:9]=[C:10]2[C:5](=[CH:6][CH:7]=1)[N:4]([CH3:12])[N:3]=[C:2]2[C:16]1[CH:17]=[CH:18][N:13]=[CH:14][CH:15]=1, predict the reactants needed to synthesize it.